Task: Regression. Given a peptide amino acid sequence and an MHC pseudo amino acid sequence, predict their binding affinity value. This is MHC class I binding data.. Dataset: Peptide-MHC class I binding affinity with 185,985 pairs from IEDB/IMGT (1) The peptide sequence is VVSYEAGEW. The MHC is HLA-B46:01 with pseudo-sequence HLA-B46:01. The binding affinity (normalized) is 0.0847. (2) The peptide sequence is LLVDLLWLL. The MHC is HLA-B08:01 with pseudo-sequence HLA-B08:01. The binding affinity (normalized) is 0.0321. (3) The peptide sequence is RARNRVSTV. The MHC is HLA-B08:01 with pseudo-sequence HLA-B08:01. The binding affinity (normalized) is 0.797. (4) The peptide sequence is AALGGSVNI. The MHC is HLA-A02:01 with pseudo-sequence HLA-A02:01. The binding affinity (normalized) is 0.327. (5) The peptide sequence is VLQWASLAV. The MHC is HLA-A31:01 with pseudo-sequence HLA-A31:01. The binding affinity (normalized) is 0.0874.